Dataset: Full USPTO retrosynthesis dataset with 1.9M reactions from patents (1976-2016). Task: Predict the reactants needed to synthesize the given product. (1) The reactants are: Cl[C:2]1[C:11]2[C:6](=[CH:7][C:8]([O:14][CH3:15])=[C:9]([O:12][CH3:13])[CH:10]=2)[N:5]=[CH:4][CH:3]=1.[OH:16][C:17]1[CH:30]=[CH:29][C:28]([O:31][CH3:32])=[CH:27][C:18]=1[C:19]([C:21]1[CH:26]=[CH:25][CH:24]=[CH:23][CH:22]=1)=[O:20]. Given the product [CH3:13][O:12][C:9]1[CH:10]=[C:11]2[C:6](=[CH:7][C:8]=1[O:14][CH3:15])[N:5]=[CH:4][CH:3]=[C:2]2[O:16][C:17]1[CH:30]=[CH:29][C:28]([O:31][CH3:32])=[CH:27][C:18]=1[C:19]([C:21]1[CH:22]=[CH:23][CH:24]=[CH:25][CH:26]=1)=[O:20], predict the reactants needed to synthesize it. (2) Given the product [C:1]1([C:13]2[CH:18]=[CH:17][CH:16]=[CH:15][CH:14]=2)[CH:6]=[CH:5][CH:4]=[CH:3][C:2]=1[CH:7]([O:12][CH3:19])[C:8]([O:10][CH3:11])=[O:9], predict the reactants needed to synthesize it. The reactants are: [C:1]1([C:13]2[CH:18]=[CH:17][CH:16]=[CH:15][CH:14]=2)[CH:6]=[CH:5][CH:4]=[CH:3][C:2]=1[CH:7]([OH:12])[C:8]([O:10][CH3:11])=[O:9].[CH3:19]I.[H-].[Na+].